Dataset: Reaction yield outcomes from USPTO patents with 853,638 reactions. Task: Predict the reaction yield, written as a fraction of the theoretical maximum amount of product (1.0 means a 100% yield; for example, 0.34 means a 34% yield). (1) The reactants are [F:1][C:2]([F:24])([F:23])[C:3]1[CH:22]=[CH:21][C:6]([CH2:7][C@H:8]2[CH2:12][CH2:11][C:10](=[O:13])[N:9]2[C:14]([O:16][C:17]([CH3:20])([CH3:19])[CH3:18])=[O:15])=[CH:5][CH:4]=1.[OH-].[NH3:26]. The catalyst is C1COCC1. The product is [NH2:26][C:10](=[O:13])[CH2:11][CH2:12][C@@H:8]([NH:9][C:14](=[O:15])[O:16][C:17]([CH3:20])([CH3:19])[CH3:18])[CH2:7][C:6]1[CH:21]=[CH:22][C:3]([C:2]([F:24])([F:23])[F:1])=[CH:4][CH:5]=1. The yield is 0.860. (2) The yield is 0.160. The catalyst is O1CCCC1.C(OCC)(=O)C. The product is [N:33]1([S:43]([NH:46][C:10](=[O:12])[C:9]2[CH:13]=[CH:14][C:6]([O:5][C:4]3[CH:23]=[CH:24][C:25]([O:26][C:27]([F:30])([F:29])[F:28])=[C:2]([Cl:1])[CH:3]=3)=[C:7]([C:15]3[C:16]([O:21][CH3:22])=[N:17][CH:18]=[CH:19][CH:20]=3)[CH:8]=2)(=[O:45])=[O:44])[CH2:37][CH2:36][CH2:34]1. The reactants are [Cl:1][C:2]1[CH:3]=[C:4]([CH:23]=[CH:24][C:25]=1[O:26][C:27]([F:30])([F:29])[F:28])[O:5][C:6]1[CH:14]=[CH:13][C:9]([C:10]([OH:12])=O)=[CH:8][C:7]=1[C:15]1[C:16]([O:21][CH3:22])=[N:17][CH:18]=[CH:19][CH:20]=1.C(N1C=CN=C1)([N:33]1[CH:37]=[CH:36]N=[CH:34]1)=O.[S:43](N)([NH2:46])(=[O:45])=[O:44].N1(C2CCCCCCCCCC2)CCCN=CCCCCC1.C[Si]([N-][Si](C)(C)C)(C)C.[Li+].BrCCCBr. (3) The reactants are [CH3:1][C:2]1[CH:6]=[C:5]([NH2:7])[N:4]([C:8]2[CH:13]=[CH:12][CH:11]=[CH:10][N:9]=2)[N:3]=1.[C:14](OCC)(=[O:19])[CH2:15][C:16]([CH3:18])=O.[OH-].[Na+]. The catalyst is O. The product is [CH3:1][C:2]1[C:6]2[C:14]([OH:19])=[CH:15][C:16]([CH3:18])=[N:7][C:5]=2[N:4]([C:8]2[CH:13]=[CH:12][CH:11]=[CH:10][N:9]=2)[N:3]=1. The yield is 0.300.